From a dataset of Full USPTO retrosynthesis dataset with 1.9M reactions from patents (1976-2016). Predict the reactants needed to synthesize the given product. (1) The reactants are: C([N:4]1[CH2:19][CH2:18][C:7]2[N:8]=[CH:9][N:10]=[C:11]([C:12]3[CH:17]=[CH:16][N:15]=[CH:14][CH:13]=3)[C:6]=2[CH2:5]1)(=O)C.Cl. Given the product [N:15]1[CH:16]=[CH:17][C:12]([C:11]2[C:6]3[CH2:5][NH:4][CH2:19][CH2:18][C:7]=3[N:8]=[CH:9][N:10]=2)=[CH:13][CH:14]=1, predict the reactants needed to synthesize it. (2) Given the product [CH:16]1([O:15][CH2:14][C:8]2[N:5]3[CH:6]=[CH:7][C:2]([NH:31][C:29]([NH:28][C:22]4[CH:27]=[CH:26][CH:25]=[CH:24][CH:23]=4)=[O:30])=[CH:3][C:4]3=[N:10][C:9]=2[CH:11]([CH3:13])[CH3:12])[CH2:21][CH2:20][CH2:19][CH2:18][CH2:17]1, predict the reactants needed to synthesize it. The reactants are: Br[C:2]1[CH:7]=[CH:6][N:5]2[C:8]([CH2:14][O:15][CH:16]3[CH2:21][CH2:20][CH2:19][CH2:18][CH2:17]3)=[C:9]([CH:11]([CH3:13])[CH3:12])[N:10]=[C:4]2[CH:3]=1.[C:22]1([NH:28][C:29]([NH2:31])=[O:30])[CH:27]=[CH:26][CH:25]=[CH:24][CH:23]=1.C(=O)([O-])[O-].[Cs+].[Cs+].O. (3) Given the product [C:23]([O:31][C@@H:32]1[C@@H:49]([OH:50])[C@H:48]([O:58][CH2:59][C:60]2[CH:61]=[CH:62][CH:63]=[CH:64][CH:65]=2)[C@@H:47]([CH2:66][O:67][CH2:68][C:69]2[CH:74]=[CH:73][CH:72]=[CH:71][CH:70]=2)[O:46][C@H:33]1[S:34][C:35]1[CH:40]=[C:39]([C:41]([CH3:43])([CH3:44])[CH3:42])[CH:38]=[CH:37][C:36]=1[CH3:45])(=[O:30])[C:24]1[CH:25]=[CH:26][CH:27]=[CH:28][CH:29]=1, predict the reactants needed to synthesize it. The reactants are: CCCC[N+](CCCC)(CCCC)CCCC.[F-].C(O)(=O)C.[C:23]([O:31][C@@H:32]1[C@@H:49]([O:50][Si](C(C)(C)C)(C)C)[C@H:48]([O:58][CH2:59][C:60]2[CH:65]=[CH:64][CH:63]=[CH:62][CH:61]=2)[C@@H:47]([CH2:66][O:67][CH2:68][C:69]2[CH:74]=[CH:73][CH:72]=[CH:71][CH:70]=2)[O:46][C@H:33]1[S:34][C:35]1[CH:40]=[C:39]([C:41]([CH3:44])([CH3:43])[CH3:42])[CH:38]=[CH:37][C:36]=1[CH3:45])(=[O:30])[C:24]1[CH:29]=[CH:28][CH:27]=[CH:26][CH:25]=1. (4) The reactants are: [CH3:1][CH:2]([CH3:18])[CH2:3][C:4](C1C=C2C(=CC=1)NC(C(O)=O)=C2)=[O:5].[CH2:19]([O:21][C:22]([C:24]1[NH:25][C:26]2[C:31]([C:32]=1[Br:33])=[CH:30][CH:29]=[CH:28][CH:27]=2)=[O:23])[CH3:20].[Al+3].[Cl-].[Cl-].[Cl-].C(Cl)(=O)CC(C)C. Given the product [CH2:19]([O:21][C:22]([C:24]1[NH:25][C:26]2[C:31]([C:32]=1[Br:33])=[CH:30][C:29]([C:4](=[O:5])[CH2:3][CH:2]([CH3:18])[CH3:1])=[CH:28][CH:27]=2)=[O:23])[CH3:20], predict the reactants needed to synthesize it.